This data is from Reaction yield outcomes from USPTO patents with 853,638 reactions. The task is: Predict the reaction yield, written as a fraction of the theoretical maximum amount of product (1.0 means a 100% yield; for example, 0.34 means a 34% yield). The reactants are CS(C)=O.C(Cl)(=O)C(Cl)=O.[Cl:11][C:12]1[CH:13]=[C:14]([CH:17]=[C:18]([O:20][C:21]([F:24])([F:23])[F:22])[CH:19]=1)[CH2:15][OH:16].CCN(C(C)C)C(C)C. The catalyst is C(Cl)Cl. The product is [Cl:11][C:12]1[CH:13]=[C:14]([CH:17]=[C:18]([O:20][C:21]([F:22])([F:23])[F:24])[CH:19]=1)[CH:15]=[O:16]. The yield is 0.950.